Dataset: Peptide-MHC class II binding affinity with 134,281 pairs from IEDB. Task: Regression. Given a peptide amino acid sequence and an MHC pseudo amino acid sequence, predict their binding affinity value. This is MHC class II binding data. The peptide sequence is SFLEILYGYEWELTK. The MHC is DRB1_0301 with pseudo-sequence DRB1_0301. The binding affinity (normalized) is 0.177.